Dataset: Reaction yield outcomes from USPTO patents with 853,638 reactions. Task: Predict the reaction yield, written as a fraction of the theoretical maximum amount of product (1.0 means a 100% yield; for example, 0.34 means a 34% yield). (1) The reactants are Cl[C:2]1[N:7]=[C:6]2[CH2:8][CH2:9][CH2:10][C:5]2=[C:4]([Cl:11])[CH:3]=1.CC1(C)C(C)(C)OB([C:20]2[CH2:24][CH2:23][C:22](=[O:25])[CH:21]=2)O1.C([O-])([O-])=O.[Cs+].[Cs+].C1(C)C=CC=CC=1. The catalyst is C(OCC)(=O)C.O.C1C=CC([P]([Pd]([P](C2C=CC=CC=2)(C2C=CC=CC=2)C2C=CC=CC=2)([P](C2C=CC=CC=2)(C2C=CC=CC=2)C2C=CC=CC=2)[P](C2C=CC=CC=2)(C2C=CC=CC=2)C2C=CC=CC=2)(C2C=CC=CC=2)C2C=CC=CC=2)=CC=1.CCO. The product is [Cl:11][C:4]1[CH:3]=[C:2]([C:20]2[CH2:24][CH2:23][C:22](=[O:25])[CH:21]=2)[N:7]=[C:6]2[CH2:8][CH2:9][CH2:10][C:5]=12. The yield is 0.230. (2) The reactants are [CH:1]1([NH:7][C:8]([C:10]2[CH:15]=[CH:14][C:13]([CH2:16][N:17]3[CH2:26][CH2:25][C:20]4(OCC[O:21]4)[CH2:19][CH2:18]3)=[CH:12][N:11]=2)=[O:9])[CH2:6][CH2:5][CH2:4][CH2:3][CH2:2]1.CC(C)=O. The catalyst is Cl. The product is [CH:1]1([NH:7][C:8]([C:10]2[CH:15]=[CH:14][C:13]([CH2:16][N:17]3[CH2:18][CH2:19][C:20](=[O:21])[CH2:25][CH2:26]3)=[CH:12][N:11]=2)=[O:9])[CH2:2][CH2:3][CH2:4][CH2:5][CH2:6]1. The yield is 0.430. (3) The reactants are [C:1]([C:4]1[CH:9]=[C:8]([F:10])[CH:7]=[CH:6][C:5]=1[S:11][C:12]1[CH:20]=[C:19]([F:21])[CH:18]=[CH:17][C:13]=1[C:14](O)=[O:15])(O)=[O:2].S(C1C=CC=CC=1C(OC)=O)C1C=CC=CC=1C(OC)=O. No catalyst specified. The product is [F:21][C:19]1[CH:18]=[CH:17][C:13]([CH2:14][OH:15])=[C:12]([S:11][C:5]2[CH:6]=[CH:7][C:8]([F:10])=[CH:9][C:4]=2[CH2:1][OH:2])[CH:20]=1. The yield is 0.890. (4) The reactants are C([O:8][C:9](=[O:25])[C:10]1[C:15]([Cl:16])=[CH:14][CH:13]=[C:12]([NH:17][S:18]([CH2:21][CH2:22][CH3:23])(=[O:20])=[O:19])[C:11]=1[F:24])C1C=CC=CC=1.[OH-].[K+].O.Cl. The catalyst is O1CCCC1. The product is [Cl:16][C:15]1[C:10]([C:9]([OH:25])=[O:8])=[C:11]([F:24])[C:12]([NH:17][S:18]([CH2:21][CH2:22][CH3:23])(=[O:19])=[O:20])=[CH:13][CH:14]=1. The yield is 0.858. (5) The reactants are [OH:1][CH2:2][C:3]([CH3:11])([CH3:10])[C:4]([NH:6][CH2:7][CH2:8][CH3:9])=[O:5].[H-].[Na+].[N+:14]([C:17]1[CH:24]=[CH:23][CH:22]=[C:21]([N+]([O-])=O)[C:18]=1[C:19]#[N:20])([O-:16])=[O:15]. The catalyst is C1COCC1. The product is [C:19]([C:18]1[C:17]([N+:14]([O-:16])=[O:15])=[CH:24][CH:23]=[CH:22][C:21]=1[O:1][CH2:2][C:3]([CH3:10])([CH3:11])[C:4]([NH:6][CH2:7][CH2:8][CH3:9])=[O:5])#[N:20]. The yield is 0.720. (6) The reactants are [Cl:1][C:2]1[CH:7]=[CH:6][C:5]([C:8]([C:11]2[N:15]([C:16]3[CH:21]=[CH:20][C:19]([F:22])=[CH:18][CH:17]=3)[C:14]([CH:23]=O)=[N:13][CH:12]=2)([CH3:10])[CH3:9])=[CH:4][C:3]=1[O:25][CH3:26].[Br-].[Cl:28][C:29]1[CH:54]=[C:53]([C:55]([O:57][CH2:58][CH3:59])=[O:56])[CH:52]=[C:51]([F:60])[C:30]=1[CH2:31][P+](C1C=CC=CC=1)(C1C=CC=CC=1)C1C=CC=CC=1.C1CCN2C(=NCCC2)CC1. The catalyst is CC#N.O. The product is [Cl:28][C:29]1[CH:54]=[C:53]([CH:52]=[C:51]([F:60])[C:30]=1[CH:31]=[CH:23][C:14]1[N:15]([C:16]2[CH:17]=[CH:18][C:19]([F:22])=[CH:20][CH:21]=2)[C:11]([C:8]([C:5]2[CH:6]=[CH:7][C:2]([Cl:1])=[C:3]([O:25][CH3:26])[CH:4]=2)([CH3:10])[CH3:9])=[CH:12][N:13]=1)[C:55]([O:57][CH2:58][CH3:59])=[O:56]. The yield is 0.510.